Dataset: NCI-60 drug combinations with 297,098 pairs across 59 cell lines. Task: Regression. Given two drug SMILES strings and cell line genomic features, predict the synergy score measuring deviation from expected non-interaction effect. (1) Drug 1: C1=CC(=CC=C1CC(C(=O)O)N)N(CCCl)CCCl.Cl. Drug 2: C1=NC(=NC(=O)N1C2C(C(C(O2)CO)O)O)N. Cell line: SNB-75. Synergy scores: CSS=-3.45, Synergy_ZIP=0.542, Synergy_Bliss=0.0418, Synergy_Loewe=-3.45, Synergy_HSA=-3.49. (2) Drug 1: CC12CCC3C(C1CCC2=O)CC(=C)C4=CC(=O)C=CC34C. Drug 2: CC(CN1CC(=O)NC(=O)C1)N2CC(=O)NC(=O)C2. Cell line: COLO 205. Synergy scores: CSS=71.9, Synergy_ZIP=3.65, Synergy_Bliss=4.36, Synergy_Loewe=3.97, Synergy_HSA=5.64. (3) Drug 1: CCN(CC)CCNC(=O)C1=C(NC(=C1C)C=C2C3=C(C=CC(=C3)F)NC2=O)C. Drug 2: C1C(C(OC1N2C=NC3=C2NC=NCC3O)CO)O. Cell line: COLO 205. Synergy scores: CSS=23.4, Synergy_ZIP=6.15, Synergy_Bliss=1.46, Synergy_Loewe=6.58, Synergy_HSA=1.08. (4) Drug 1: CCC1(CC2CC(C3=C(CCN(C2)C1)C4=CC=CC=C4N3)(C5=C(C=C6C(=C5)C78CCN9C7C(C=CC9)(C(C(C8N6C)(C(=O)OC)O)OC(=O)C)CC)OC)C(=O)OC)O.OS(=O)(=O)O. Drug 2: CC1=C(C=C(C=C1)C(=O)NC2=CC(=CC(=C2)C(F)(F)F)N3C=C(N=C3)C)NC4=NC=CC(=N4)C5=CN=CC=C5. Cell line: IGROV1. Synergy scores: CSS=-3.23, Synergy_ZIP=1.72, Synergy_Bliss=-1.26, Synergy_Loewe=-2.77, Synergy_HSA=-4.11. (5) Drug 1: C1=C(C(=O)NC(=O)N1)F. Drug 2: CC1=C(N=C(N=C1N)C(CC(=O)N)NCC(C(=O)N)N)C(=O)NC(C(C2=CN=CN2)OC3C(C(C(C(O3)CO)O)O)OC4C(C(C(C(O4)CO)O)OC(=O)N)O)C(=O)NC(C)C(C(C)C(=O)NC(C(C)O)C(=O)NCCC5=NC(=CS5)C6=NC(=CS6)C(=O)NCCC[S+](C)C)O. Cell line: SN12C. Synergy scores: CSS=23.2, Synergy_ZIP=0.398, Synergy_Bliss=1.14, Synergy_Loewe=1.66, Synergy_HSA=2.24. (6) Drug 1: C1=C(C(=O)NC(=O)N1)F. Drug 2: CN1C(=O)N2C=NC(=C2N=N1)C(=O)N. Cell line: MCF7. Synergy scores: CSS=27.7, Synergy_ZIP=7.87, Synergy_Bliss=5.79, Synergy_Loewe=-4.72, Synergy_HSA=2.06.